This data is from Catalyst prediction with 721,799 reactions and 888 catalyst types from USPTO. The task is: Predict which catalyst facilitates the given reaction. Reactant: [C:1]([O:5][C:6](=[O:17])[NH:7][CH2:8][CH:9]1[CH2:14][CH2:13][CH:12]([C:15]#[N:16])[CH2:11][CH2:10]1)([CH3:4])([CH3:3])[CH3:2].[CH:18]([N-]C(C)C)(C)C.[Li+].CI. Product: [C:1]([O:5][C:6](=[O:17])[NH:7][CH2:8][CH:9]1[CH2:10][CH2:11][C:12]([C:15]#[N:16])([CH3:18])[CH2:13][CH2:14]1)([CH3:4])([CH3:2])[CH3:3]. The catalyst class is: 7.